This data is from Forward reaction prediction with 1.9M reactions from USPTO patents (1976-2016). The task is: Predict the product of the given reaction. The product is: [CH3:1][O:2][C:3]1[CH:4]=[C:5]([CH2:11][CH:13]([NH2:12])[CH2:14][C:15]([F:17])([F:18])[F:16])[CH:6]=[CH:7][C:8]=1[O:9][CH3:10]. Given the reactants [CH3:1][O:2][C:3]1[CH:4]=[C:5]([CH:11]2[CH:13]([CH2:14][C:15]([F:18])([F:17])[F:16])[NH:12]2)[CH:6]=[CH:7][C:8]=1[O:9][CH3:10], predict the reaction product.